Predict the product of the given reaction. From a dataset of Forward reaction prediction with 1.9M reactions from USPTO patents (1976-2016). (1) The product is: [F:18][C:19]1[C:36]([NH:37][S:38]([CH2:41][CH2:42][CH3:43])(=[O:40])=[O:39])=[CH:35][CH:34]=[C:33]([F:44])[C:20]=1[C:21]([NH:23][C:24]1[CH:25]=[C:26]2[C:32]([F:6])=[CH:31][NH:30][C:27]2=[N:28][CH:29]=1)=[O:22]. Given the reactants [O-]S(C(F)(F)[F:6])(=O)=O.F[N+]1C(Cl)=CC=CC=1Cl.[F:18][C:19]1[C:36]([NH:37][S:38]([CH2:41][CH2:42][CH3:43])(=[O:40])=[O:39])=[CH:35][CH:34]=[C:33]([F:44])[C:20]=1[C:21]([NH:23][C:24]1[CH:25]=[C:26]2[CH:32]=[CH:31][NH:30][C:27]2=[N:28][CH:29]=1)=[O:22], predict the reaction product. (2) Given the reactants C([O:4][C@@H:5]1[C@@H:13]([C@@:14]2([CH3:28])[CH2:19][CH2:18][C@H:17]([OH:20])[CH2:16][C@@H:15]2[CH2:21][CH2:22][N:23]2[CH:27]=[N:26][CH:25]=[N:24]2)[CH2:12][CH2:11][C@@:10]2([CH3:29])[C@H:6]1[CH2:7][CH2:8][C:9]2=[CH2:30])(=O)C, predict the reaction product. The product is: [N:23]1([CH2:22][CH2:21][C@H:15]2[CH2:16][C@@H:17]([OH:20])[CH2:18][CH2:19][C@@:14]2([C@H:13]2[CH2:12][CH2:11][C@@:10]3([CH3:29])[C@@H:6]([CH2:7][CH2:8][C:9]3=[CH2:30])[C@@H:5]2[OH:4])[CH3:28])[CH:27]=[N:26][CH:25]=[N:24]1. (3) Given the reactants [C:1]([O:5][C:6]([N:8]1[CH2:13][CH2:12][N:11]([C:14]2[CH:19]=[C:18]([CH3:20])[C:17]([NH2:21])=[C:16]([NH2:22])[CH:15]=2)[CH2:10][CH2:9]1)=[O:7])([CH3:4])([CH3:3])[CH3:2].[I:23][C:24]1[CH:29]=[CH:28][N:27]=[C:26]([O:30][CH3:31])[C:25]=1[CH:32]=O, predict the reaction product. The product is: [C:1]([O:5][C:6]([N:8]1[CH2:13][CH2:12][N:11]([C:14]2[CH:19]=[C:18]([CH3:20])[C:17]3[N:21]=[C:32]([C:25]4[C:26]([O:30][CH3:31])=[N:27][CH:28]=[CH:29][C:24]=4[I:23])[NH:22][C:16]=3[CH:15]=2)[CH2:10][CH2:9]1)=[O:7])([CH3:4])([CH3:2])[CH3:3]. (4) The product is: [Cl:1][C:2]1[CH:7]=[CH:6][C:5]([C:8]2[S:12][C:11]([C:13]3[CH:23]=[CH:22][C:16]([C:17]([OH:19])=[O:18])=[CH:15][CH:14]=3)=[CH:10][CH:9]=2)=[CH:4][CH:3]=1. Given the reactants [Cl:1][C:2]1[CH:7]=[CH:6][C:5]([C:8]2[S:12][C:11]([C:13]3[CH:23]=[CH:22][C:16]([C:17]([O:19]CC)=[O:18])=[CH:15][CH:14]=3)=[CH:10][CH:9]=2)=[CH:4][CH:3]=1.[OH-].[Na+].O1CCCC1.Cl, predict the reaction product. (5) The product is: [CH:1]([NH:4][C:5]([C:7]1[C:15]2[C:10](=[N:11][CH:12]=[C:13]([C:16]3[C:24]4[C:19](=[CH:20][CH:21]=[C:22]([CH:25]([OH:26])[CH3:36])[CH:23]=4)[N:18]([CH3:27])[N:17]=3)[N:14]=2)[N:9]([CH2:28][O:29][CH2:30][CH2:31][Si:32]([CH3:33])([CH3:35])[CH3:34])[CH:8]=1)=[O:6])([CH3:3])[CH3:2]. Given the reactants [CH:1]([NH:4][C:5]([C:7]1[C:15]2[C:10](=[N:11][CH:12]=[C:13]([C:16]3[C:24]4[C:19](=[CH:20][CH:21]=[C:22]([CH:25]=[O:26])[CH:23]=4)[N:18]([CH3:27])[N:17]=3)[N:14]=2)[N:9]([CH2:28][O:29][CH2:30][CH2:31][Si:32]([CH3:35])([CH3:34])[CH3:33])[CH:8]=1)=[O:6])([CH3:3])[CH3:2].[CH3:36][Mg]Br, predict the reaction product. (6) The product is: [Cl:17][C:18]1[CH:19]=[C:20]([N:7]2[C:8]3[CH:14]=[CH:13][CH:12]=[CH:11][C:9]=3[CH2:10][N:5]([CH2:4][CH2:3][CH2:2][Cl:1])[S:6]2(=[O:16])=[O:15])[CH:21]=[CH:22][C:23]=1[F:24]. Given the reactants [Cl:1][CH2:2][CH2:3][CH2:4][N:5]1[CH2:10][C:9]2[CH:11]=[CH:12][CH:13]=[CH:14][C:8]=2[NH:7][S:6]1(=[O:16])=[O:15].[Cl:17][C:18]1[CH:19]=[C:20](B(O)O)[CH:21]=[CH:22][C:23]=1[F:24], predict the reaction product.